This data is from Forward reaction prediction with 1.9M reactions from USPTO patents (1976-2016). The task is: Predict the product of the given reaction. (1) Given the reactants [C:1]([C:4]1[N:5]=[CH:6][N:7]2[C:12](=[O:13])[N:11]([CH2:14][C:15]([O:17]CC)=[O:16])[N:10]=[N:9][C:8]=12)(=[O:3])[NH2:2], predict the reaction product. The product is: [C:1]([C:4]1[N:5]=[CH:6][N:7]2[C:12](=[O:13])[N:11]([CH2:14][C:15]([OH:17])=[O:16])[N:10]=[N:9][C:8]=12)(=[O:3])[NH2:2]. (2) Given the reactants [NH2:1][C:2]1[CH:12]=[CH:11][C:5]([C:6]([O:8][CH2:9][CH3:10])=[O:7])=[CH:4][CH:3]=1.[I:13][C:14]1[C:15]([OH:24])=[C:16]([CH:20]=[C:21]([I:23])[CH:22]=1)[C:17](O)=[O:18].CN(C(ON1N=NC2C=CC=CC1=2)=[N+](C)C)C.[B-](F)(F)(F)F.CCN(C(C)C)C(C)C.C(=O)([O-])[O-].[Na+].[Na+], predict the reaction product. The product is: [I:13][C:14]1[C:15]([OH:24])=[C:16]([CH:20]=[C:21]([I:23])[CH:22]=1)[C:17]([NH:1][C:2]1[CH:3]=[CH:4][C:5]([C:6]([O:8][CH2:9][CH3:10])=[O:7])=[CH:11][CH:12]=1)=[O:18].